From a dataset of Ames mutagenicity test results for genotoxicity prediction. Regression/Classification. Given a drug SMILES string, predict its toxicity properties. Task type varies by dataset: regression for continuous values (e.g., LD50, hERG inhibition percentage) or binary classification for toxic/non-toxic outcomes (e.g., AMES mutagenicity, cardiotoxicity, hepatotoxicity). Dataset: ames. (1) The drug is c1ccc2c(c1)-c1ccc3ccc4cccc5cc-2c1c3c45. The result is 1 (mutagenic). (2) The molecule is Cn1ccnc1[N+](=O)[O-]. The result is 1 (mutagenic). (3) The compound is NC(=O)CI. The result is 0 (non-mutagenic).